Task: Predict which catalyst facilitates the given reaction.. Dataset: Catalyst prediction with 721,799 reactions and 888 catalyst types from USPTO (1) Reactant: [C:1]([O:7][C:8]1([CH3:17])[CH2:13][CH2:12][CH:11]([CH:14]([CH3:16])[CH3:15])[CH2:10][CH2:9]1)(=[O:6])[CH2:2][C:3]([CH3:5])=[O:4]. Product: [OH:4][C@H:3]([CH3:5])[CH2:2][C:1]([O:7][C:8]1([CH3:17])[CH2:9][CH2:10][CH:11]([CH:14]([CH3:15])[CH3:16])[CH2:12][CH2:13]1)=[O:6]. The catalyst class is: 5. (2) Reactant: [CH2:1]([O:3][P:4]([CH:9]([F:13])[C:10]([O-:12])=[O:11])([O:6][CH2:7][CH3:8])=[O:5])[CH3:2].[OH-].[Na+].Cl.[CH2:17](O)[CH3:18]. Product: [CH2:17]([C:9]([P:4]([O:6][CH2:7][CH3:8])([O:3][CH2:1][CH3:2])=[O:5])([F:13])[C:10]([OH:12])=[O:11])[CH3:18]. The catalyst class is: 6. (3) Reactant: [CH2:1]([O:8][C@H:9]1[C@H:15]([O:16][CH2:17][C:18]2[CH:23]=[CH:22][CH:21]=[CH:20][CH:19]=2)[C@H:14]([O:24][CH2:25][C:26]2[CH:31]=[CH:30][CH:29]=[CH:28][CH:27]=2)[C@H:13]([CH3:32])[O:12][CH:10]1[OH:11])[C:2]1[CH:7]=[CH:6][CH:5]=[CH:4][CH:3]=1.[N+:33]([C:36]1[CH:44]=[CH:43][C:39]([C:40]([O-:42])=[O:41])=[CH:38][CH:37]=1)([O-:35])=[O:34].[BrH:45]. Product: [CH2:1]([O:8][C@H:9]1[C@H:15]([O:16][CH2:17][C:18]2[CH:19]=[CH:20][CH:21]=[CH:22][CH:23]=2)[C@H:14]([O:24][CH2:25][C:26]2[CH:31]=[CH:30][CH:29]=[CH:28][CH:27]=2)[C@H:13]([CH3:32])[O:12][CH:10]1[OH:11])[C:2]1[CH:3]=[CH:4][CH:5]=[CH:6][CH:7]=1.[N+:33]([C:36]1[CH:37]=[CH:38][C:39]([C:40]([O-:42])=[O:41])=[CH:43][CH:44]=1)([O-:35])=[O:34].[CH2:1]([O:8][C@H:9]1[C@H:15]([O:16][CH2:17][C:18]2[CH:23]=[CH:22][CH:21]=[CH:20][CH:19]=2)[C@H:14]([O:24][CH2:25][C:26]2[CH:31]=[CH:30][CH:29]=[CH:28][CH:27]=2)[C@H:13]([CH3:32])[O:12][C@H:10]1[Br:45])[C:2]1[CH:7]=[CH:6][CH:5]=[CH:4][CH:3]=1. The catalyst class is: 2. (4) Reactant: [CH3:1][O:2][C:3]1[CH:8]=[C:7]([CH3:9])[C:6]([S:10]([N:13]([CH2:15][C:16]2[O:20][C:19]([C:21](OC)=[O:22])=[N:18][N:17]=2)[CH3:14])(=[O:12])=[O:11])=[C:5]([CH3:25])[CH:4]=1.[CH3:26][O:27][CH:28]1[CH2:31][N:30]([CH2:32][C:33]2[CH:38]=[CH:37][C:36]([CH2:39][NH:40][CH3:41])=[CH:35][CH:34]=2)[CH2:29]1.C[Al](C)C. Product: [CH3:26][O:27][CH:28]1[CH2:31][N:30]([CH2:32][C:33]2[CH:38]=[CH:37][C:36]([CH2:39][N:40]([CH3:41])[C:21]([C:19]3[O:20][C:16]([CH2:15][N:13]([S:10]([C:6]4[C:7]([CH3:9])=[CH:8][C:3]([O:2][CH3:1])=[CH:4][C:5]=4[CH3:25])(=[O:12])=[O:11])[CH3:14])=[N:17][N:18]=3)=[O:22])=[CH:35][CH:34]=2)[CH2:29]1. The catalyst class is: 26.